Dataset: Reaction yield outcomes from USPTO patents with 853,638 reactions. Task: Predict the reaction yield, written as a fraction of the theoretical maximum amount of product (1.0 means a 100% yield; for example, 0.34 means a 34% yield). (1) The reactants are [CH:1]1([N:7]2[C:12](=[O:13])[CH2:11][C:10](=[O:14])[N:9]([CH2:15][CH2:16][CH2:17][N:18]3[CH2:23][CH2:22][O:21][CH2:20][CH2:19]3)[C:8]2=[O:24])[CH2:6][CH2:5][CH2:4][CH2:3][CH2:2]1.C(N(C(C)C)CC)(C)C.[N:34]([CH2:37][C:38]([O:40]CC)=[O:39])=[C:35]=[O:36]. The catalyst is ClCCl. The product is [CH:1]1([N:7]2[C:12]([OH:13])=[C:11]([C:35]([NH:34][CH2:37][C:38]([OH:40])=[O:39])=[O:36])[C:10](=[O:14])[N:9]([CH2:15][CH2:16][CH2:17][N:18]3[CH2:19][CH2:20][O:21][CH2:22][CH2:23]3)[C:8]2=[O:24])[CH2:2][CH2:3][CH2:4][CH2:5][CH2:6]1. The yield is 0.0900. (2) The reactants are [CH2:1](Br)[C:2]1[CH:7]=[CH:6][CH:5]=[CH:4][CH:3]=1.[CH3:9][O:10][C:11]1[CH:12]=[C:13]2[C@H:30]3[C@H:21]([O:22][C:23]4[C:24]5[CH:36]=[CH:35][C:34]([CH3:38])([CH3:37])[O:33][C:25]=5[CH:26]=[CH:27][C:28]=4[C:29]3=[N:31][OH:32])[CH2:20][O:19][C:14]2=[CH:15][C:16]=1[O:17][CH3:18].CC([O-])(C)C.[K+].[NH4+].[Cl-]. The catalyst is C1COCC1. The product is [CH2:1]([O:32][N:31]=[C:29]1[C:28]2[CH:27]=[CH:26][C:25]3[O:33][C:34]([CH3:38])([CH3:37])[CH:35]=[CH:36][C:24]=3[C:23]=2[O:22][C@@H:21]2[CH2:20][O:19][C:14]3[C:13]([C@H:30]12)=[CH:12][C:11]([O:10][CH3:9])=[C:16]([O:17][CH3:18])[CH:15]=3)[C:2]1[CH:7]=[CH:6][CH:5]=[CH:4][CH:3]=1. The yield is 0.330. (3) The reactants are [CH2:1]([O:8][C:9]1[CH:14]=[CH:13][C:12]([C:15]2[O:19][N:18]=[C:17]([C:20]([OH:22])=O)[CH:16]=2)=[CH:11][CH:10]=1)[C:2]1[CH:7]=[CH:6][CH:5]=[CH:4][CH:3]=1.Cl.[CH3:24][O:25][C:26](=[O:36])[C@H:27]([CH2:29][C:30]1[CH:35]=[CH:34][CH:33]=[CH:32][CH:31]=1)[NH2:28].ON1C2C=CC=CC=2N=N1.C(N(CC)CC)C.Cl.CN(C)CCCN=C=NCC. The catalyst is O.CN(C=O)C. The product is [CH3:24][O:25][C:26](=[O:36])[CH:27]([NH:28][C:20]([C:17]1[CH:16]=[C:15]([C:12]2[CH:11]=[CH:10][C:9]([O:8][CH2:1][C:2]3[CH:3]=[CH:4][CH:5]=[CH:6][CH:7]=3)=[CH:14][CH:13]=2)[O:19][N:18]=1)=[O:22])[CH2:29][C:30]1[CH:35]=[CH:34][CH:33]=[CH:32][CH:31]=1. The yield is 0.920.